The task is: Predict which catalyst facilitates the given reaction.. This data is from Catalyst prediction with 721,799 reactions and 888 catalyst types from USPTO. (1) Reactant: P(Cl)(Cl)(Cl)=O.[CH2:6]([N:8]1[C:20]2[CH:19]=[CH:18][CH:17]=[CH:16][C:15]=2[C:14]2[C:9]1=[CH:10][CH:11]=[CH:12][CH:13]=2)[CH3:7].[C:21]([O-:24])(=O)C.[Na+].CN(C)[CH:28]=[O:29]. Product: [CH2:6]([N:8]1[C:20]2[CH:19]=[CH:18][C:17]([CH:28]=[O:29])=[CH:16][C:15]=2[C:14]2[C:9]1=[CH:10][CH:11]=[C:12]([CH:21]=[O:24])[CH:13]=2)[CH3:7]. The catalyst class is: 6. (2) Reactant: [Cl:1][C:2]1[C:7]([C:8]2[CH:13]=[CH:12][CH:11]=[CH:10][CH:9]=2)=[C:6]([N:14]2[CH2:19][CH2:18][CH:17]([CH3:20])[CH2:16][CH2:15]2)[N:5]=[C:4]([NH:21][C:22]#[N:23])[N:3]=1.O.[C:25](=O)([O-])[O-].[K+].[K+].CI. Product: [Cl:1][C:2]1[C:7]([C:8]2[CH:9]=[CH:10][CH:11]=[CH:12][CH:13]=2)=[C:6]([N:14]2[CH2:19][CH2:18][CH:17]([CH3:20])[CH2:16][CH2:15]2)[N:5]=[C:4]([N:21]([C:22]#[N:23])[CH3:25])[N:3]=1. The catalyst class is: 42. (3) Reactant: Cl.[O:2]1[CH2:7][CH2:6][N:5]([C:8]2[CH:16]=[CH:15][C:11]([C:12]([OH:14])=O)=[CH:10][CH:9]=2)[CH2:4][CH2:3]1.C1C=CC2N(O)N=NC=2C=1.C(N(CC)CC)C.C(Cl)CCl.[CH:38]1[C:43]([I:44])=[C:42]([OH:45])[C:41]([I:46])=[CH:40][C:39]=1[CH2:47][C@H:48]([NH2:52])[C:49]([OH:51])=[O:50]. Product: [OH:45][C:42]1[C:41]([I:46])=[CH:40][C:39]([CH2:47][C@H:48]([NH:52][C:12](=[O:14])[C:11]2[CH:10]=[CH:9][C:8]([N:5]3[CH2:4][CH2:3][O:2][CH2:7][CH2:6]3)=[CH:16][CH:15]=2)[C:49]([OH:51])=[O:50])=[CH:38][C:43]=1[I:44]. The catalyst class is: 35. (4) Reactant: [CH3:1][O:2][C:3](=[O:39])[CH2:4][CH2:5][N:6]([C:23]1([C:28](=[O:38])[NH:29][O:30]CC2C=CC=CC=2)[CH2:27][CH2:26][CH2:25][CH2:24]1)[S:7]([C:10]1[CH:15]=[CH:14][C:13]([C:16]2[CH:21]=[CH:20][C:19]([F:22])=[CH:18][CH:17]=2)=[CH:12][CH:11]=1)(=[O:9])=[O:8]. Product: [CH3:1][O:2][C:3](=[O:39])[CH2:4][CH2:5][N:6]([S:7]([C:10]1[CH:11]=[CH:12][C:13]([C:16]2[CH:21]=[CH:20][C:19]([F:22])=[CH:18][CH:17]=2)=[CH:14][CH:15]=1)(=[O:9])=[O:8])[C:23]1([C:28](=[O:38])[NH:29][OH:30])[CH2:24][CH2:25][CH2:26][CH2:27]1. The catalyst class is: 19.